This data is from HIV replication inhibition screening data with 41,000+ compounds from the AIDS Antiviral Screen. The task is: Binary Classification. Given a drug SMILES string, predict its activity (active/inactive) in a high-throughput screening assay against a specified biological target. (1) The drug is Cc1cccc(NC(=O)NCCOC(=O)OCCNC(=O)Nc2cccc(C)c2C)c1C. The result is 0 (inactive). (2) The drug is COc1ccc(OC)c(NC(=O)C(=O)C(C(=O)c2ccccc2F)C2OC(=O)c3ccccc32)c1. The result is 0 (inactive). (3) The molecule is CC(=O)C(C(=O)C(=O)Nc1cc(Cl)c(Cl)cc1Cl)c1csc(=N)[nH]1. The result is 0 (inactive). (4) The compound is CCC(Oc1c2ccoc2c(OC)c2oc(=O)cc(O)c12)C(=O)O. The result is 0 (inactive). (5) The molecule is c1csc(-c2csc(-c3ccsc3)c2)c1. The result is 0 (inactive). (6) The drug is O=C1NC(=S)SC1N=Nc1ccc(S(=O)(=O)Nc2ncccn2)cc1. The result is 0 (inactive). (7) The drug is Cc1ncc([N+](=O)[O-])n1CC(O)Cn1cnc([N+](=O)[O-])n1. The result is 0 (inactive). (8) The molecule is COC(=O)C1C(C(C)=O)CCC2C1CCC1(C)C(OC(C)=O)CCC21. The result is 0 (inactive). (9) The compound is COc1cc(CSc2ccc(O)cc2)cc(O)c1O. The result is 0 (inactive). (10) The drug is COc1ccc(SCc2ccc(C(=O)O)cc2[N+](=O)[O-])cc1. The result is 0 (inactive).